Task: Predict the reactants needed to synthesize the given product.. Dataset: Full USPTO retrosynthesis dataset with 1.9M reactions from patents (1976-2016) Given the product [OH:30][C:28]([CH3:29])([CH3:37])[CH2:27][CH2:26][C:23]1[CH:24]=[CH:25][C:20]([C:18]2[N:19]=[C:15]([CH:13]([C:11]3[CH:10]=[CH:9][C:8]4[NH:4][C:5](=[O:38])[S:6][C:7]=4[CH:12]=3)[CH3:14])[S:16][CH:17]=2)=[N:21][CH:22]=1, predict the reactants needed to synthesize it. The reactants are: COC[N:4]1[C:8]2[CH:9]=[CH:10][C:11]([CH:13]([C:15]3[S:16][CH:17]=[C:18]([C:20]4[CH:25]=[CH:24][C:23]([CH2:26][CH2:27][C:28]([CH3:37])([O:30]C5CCCCO5)[CH3:29])=[CH:22][N:21]=4)[N:19]=3)[CH3:14])=[CH:12][C:7]=2[S:6][C:5]1=[O:38].FC(F)(F)C(O)=O.